This data is from Reaction yield outcomes from USPTO patents with 853,638 reactions. The task is: Predict the reaction yield, written as a fraction of the theoretical maximum amount of product (1.0 means a 100% yield; for example, 0.34 means a 34% yield). (1) The reactants are C([Li])CCC.[F:6][C:7]([F:19])([F:18])[C:8]([C:14]([F:17])([F:16])[F:15])([OH:13])[CH2:9][CH2:10][CH2:11][OH:12].[C:20](Cl)(=[O:24])[C:21]([CH3:23])=[CH2:22]. The catalyst is C1COCC1.C(OCC)C. The product is [C:20]([O:12][CH2:11][CH2:10][CH2:9][C:8]([C:14]([F:15])([F:16])[F:17])([OH:13])[C:7]([F:18])([F:19])[F:6])(=[O:24])[C:21]([CH3:23])=[CH2:22]. The yield is 0.790. (2) The reactants are CS(O[CH2:6][C:7]1[N:12]2[C:13]([CH2:20][CH:21]3[CH2:26][CH2:25][C:24]([F:28])([F:27])[CH2:23][CH2:22]3)=[C:14]([C:16]([F:19])([F:18])[F:17])[N:15]=[C:11]2[CH:10]=[C:9]([C:29](=[O:37])[NH:30][CH:31]2[CH2:36][CH2:35][O:34][CH2:33][CH2:32]2)[CH:8]=1)(=O)=O.C[O-].[Na+].C[C:42](C)=[O:43].C(=O)([O-])O.[Na+]. The catalyst is O1CCOCC1. The product is [F:28][C:24]1([F:27])[CH2:23][CH2:22][CH:21]([CH2:20][C:13]2[N:12]3[C:7]([CH3:6])=[CH:8][C:9]([C:29]([NH:30][CH:31]4[CH2:32][CH2:33][O:34][CH2:35][CH2:36]4)=[O:37])=[C:10]([O:43][CH3:42])[C:11]3=[N:15][C:14]=2[C:16]([F:19])([F:17])[F:18])[CH2:26][CH2:25]1. The yield is 0.740. (3) The reactants are [F:1][C@H:2]([CH2:12][CH2:13][C:14]1[S:15][C:16]([NH:19][C:20](=[O:28])[CH2:21][C:22]2[CH:27]=[CH:26][CH:25]=[CH:24][N:23]=2)=[N:17][N:18]=1)[CH2:3][N:4]1[CH:8]=[C:7]([C:9]([O-:11])=O)[N:6]=[N:5]1.[Li+].CN(C(ON1N=NC2C=CC=NC1=2)=[N+](C)C)C.F[P-](F)(F)(F)(F)F.Cl.Cl.[F:56][C:57]([F:67])([F:66])[C:58]1[CH:63]=[CH:62][N:61]=[C:60]([CH2:64][NH2:65])[CH:59]=1.CCN(C(C)C)C(C)C. The catalyst is CN(C=O)C. The product is [F:1][C@H:2]([CH2:12][CH2:13][C:14]1[S:15][C:16]([NH:19][C:20](=[O:28])[CH2:21][C:22]2[CH:27]=[CH:26][CH:25]=[CH:24][N:23]=2)=[N:17][N:18]=1)[CH2:3][N:4]1[CH:8]=[C:7]([C:9]([NH:65][CH2:64][C:60]2[CH:59]=[C:58]([C:57]([F:67])([F:56])[F:66])[CH:63]=[CH:62][N:61]=2)=[O:11])[N:6]=[N:5]1. The yield is 0.300.